From a dataset of Reaction yield outcomes from USPTO patents with 853,638 reactions. Predict the reaction yield, written as a fraction of the theoretical maximum amount of product (1.0 means a 100% yield; for example, 0.34 means a 34% yield). (1) The reactants are [NH:1]1[CH:5]=[N:4][CH:3]=[N:2]1.P(Cl)(Cl)(Cl)=O.[C:11]([NH:14][C:15]1[NH:16][C:17](=O)[C:18]2[N:24]=[C:23]([C:25]3[CH:30]=[CH:29][C:28]([O:31][CH3:32])=[C:27]([O:33][CH3:34])[CH:26]=3)[CH:22]=[CH:21][C:19]=2[N:20]=1)(=[O:13])[CH3:12].C(N(CC)CC)C. The catalyst is C(#N)C. The product is [C:11]([NH:14][C:15]1[N:16]=[C:17]([C:5]2[N:4]=[CH:3][NH:2][N:1]=2)[C:18]2[N:24]=[C:23]([C:25]3[CH:30]=[CH:29][C:28]([O:31][CH3:32])=[C:27]([O:33][CH3:34])[CH:26]=3)[CH:22]=[CH:21][C:19]=2[N:20]=1)(=[O:13])[CH3:12]. The yield is 0.900. (2) The reactants are [Cl:1][C:2]1[CH:7]=[CH:6][CH:5]=[CH:4][C:3]=1[CH2:8][C:9]([OH:11])=O.C(Cl)(=O)C(Cl)=O.[NH2:18][C:19](=[N:25]O)[C:20]([O:22][CH2:23][CH3:24])=[O:21].C(N(CC)C(C)C)(C)C. The catalyst is ClCCl.N1C=CC=CC=1.CN(C=O)C. The product is [Cl:1][C:2]1[CH:7]=[CH:6][CH:5]=[CH:4][C:3]=1[CH2:8][C:9]1[O:11][N:25]=[C:19]([C:20]([O:22][CH2:23][CH3:24])=[O:21])[N:18]=1. The yield is 0.380. (3) The reactants are CC(OC(/N=N/C(OC(C)C)=O)=O)C.[OH:15][C:16]1[CH:21]=[CH:20][C:19]([C:22]2[CH2:27][CH2:26][N:25](C(OCC3C=CC=CC=3)=O)[CH2:24][CH:23]=2)=[CH:18][CH:17]=1.O[CH2:39][CH2:40][CH2:41][N:42]1[CH2:47][CH2:46][N:45]([C:48]([O:50][C:51]([CH3:54])([CH3:53])[CH3:52])=[O:49])[CH2:44][CH2:43]1.C1(P(C2C=CC=CC=2)C2C=CC=CC=2)C=CC=CC=1. The catalyst is C1COCC1.[Pd]. The product is [NH:25]1[CH2:24][CH2:23][CH:22]([C:19]2[CH:18]=[CH:17][C:16]([O:15][CH2:39][CH2:40][CH2:41][N:42]3[CH2:47][CH2:46][N:45]([C:48]([O:50][C:51]([CH3:52])([CH3:54])[CH3:53])=[O:49])[CH2:44][CH2:43]3)=[CH:21][CH:20]=2)[CH2:27][CH2:26]1. The yield is 0.560. (4) The reactants are C([O-])(=O)C.C([O:9][C:10]1[C:11]([CH2:16][N:17]2[CH2:22][CH2:21][CH:20]([CH:23]([CH2:26][C:27]3[CH:32]=[CH:31][CH:30]=[CH:29][C:28]=3[F:33])[C:24]#[N:25])[CH2:19][CH2:18]2)=[N:12][CH:13]=[CH:14][N:15]=1)(C)(C)C.[OH-].[Na+]. The catalyst is C(OCC)(=O)C. The product is [F:33][C:28]1[CH:29]=[CH:30][CH:31]=[CH:32][C:27]=1[CH2:26][CH:23]([CH:20]1[CH2:19][CH2:18][N:17]([CH2:16][C:11]2[C:10](=[O:9])[NH:15][CH:14]=[CH:13][N:12]=2)[CH2:22][CH2:21]1)[C:24]#[N:25]. The yield is 0.800. (5) The reactants are [CH2:1](C([SnH3])=C(CCCC)CCCC)[CH2:2]CC.Br[C:17]1[CH:22]=[C:21]([O:23][CH:24]([F:26])[F:25])[CH:20]=[C:19]([F:27])[CH:18]=1.[Cl-].[Li+].[OH-].[Na+]. The catalyst is C1COCC1.Cl[Pd](Cl)([P](C1C=CC=CC=1)(C1C=CC=CC=1)C1C=CC=CC=1)[P](C1C=CC=CC=1)(C1C=CC=CC=1)C1C=CC=CC=1. The product is [F:27][C:19]1[CH:18]=[C:17]([CH:1]=[CH2:2])[CH:22]=[C:21]([O:23][CH:24]([F:26])[F:25])[CH:20]=1. The yield is 0.570. (6) The catalyst is CO.[C].[Pd]. The yield is 0.860. The product is [NH2:39][C:5]1[CH:4]=[CH:3][C:2]([F:1])=[CH:7][C:6]=1[NH:8][C:9]1[C:17]2[O:16][CH2:15][C@H:14]([N:18]([C:33](=[O:38])[C:34]([F:36])([F:37])[F:35])[C:19]3[CH:32]=[CH:31][C:22]4[C@H:23]([CH2:26][C:27]([O:29][CH3:30])=[O:28])[CH2:24][O:25][C:21]=4[CH:20]=3)[C:13]=2[CH:12]=[CH:11][CH:10]=1. The reactants are [F:1][C:2]1[CH:3]=[CH:4][C:5]([N+:39]([O-])=O)=[C:6]([NH:8][C:9]2[C:17]3[O:16][CH2:15][C@H:14]([N:18]([C:33](=[O:38])[C:34]([F:37])([F:36])[F:35])[C:19]4[CH:32]=[CH:31][C:22]5[C@H:23]([CH2:26][C:27]([O:29][CH3:30])=[O:28])[CH2:24][O:25][C:21]=5[CH:20]=4)[C:13]=3[CH:12]=[CH:11][CH:10]=2)[CH:7]=1. (7) The reactants are [CH2:1]([N:3]1[C:11]2[C:6](=[CH:7][CH:8]=[C:9]([O:12][CH3:13])[CH:10]=2)[C:5]([C:14]([OH:16])=O)=[CH:4]1)[CH3:2].C(Cl)Cl.C(Cl)(=O)C(Cl)=O.[NH4+:26].[OH-]. The catalyst is CN(C=O)C. The product is [CH2:1]([N:3]1[C:11]2[C:6](=[CH:7][CH:8]=[C:9]([O:12][CH3:13])[CH:10]=2)[C:5]([C:14]([NH2:26])=[O:16])=[CH:4]1)[CH3:2]. The yield is 0.540.